Dataset: Human liver microsome stability data. Task: Regression/Classification. Given a drug SMILES string, predict its absorption, distribution, metabolism, or excretion properties. Task type varies by dataset: regression for continuous measurements (e.g., permeability, clearance, half-life) or binary classification for categorical outcomes (e.g., BBB penetration, CYP inhibition). Dataset: hlm. (1) The drug is Clc1ccc(C(c2nnnn2Cc2ccccc2)N2CCCN(C3CCC3)CC2)cc1. The result is 1 (stable in human liver microsomes). (2) The molecule is N[C@H]1CCCN(c2ccncc2NC(=O)c2ccc(F)c(-c3c(F)cccc3F)n2)C1. The result is 1 (stable in human liver microsomes). (3) The result is 1 (stable in human liver microsomes). The molecule is c1ccc2c(c1)CC(c1nc3cc(-c4ccncc4)ccc3[nH]1)CO2. (4) The compound is OCCCNc1nnc(-c2ccc(F)c(F)c2Nc2ccc(I)cc2F)o1. The result is 0 (unstable in human liver microsomes). (5) The molecule is CC(C)(C)c1cc(NC(=O)[C@@H]2CCCCN2C2CC2)no1. The result is 1 (stable in human liver microsomes). (6) The molecule is CN1CCN(c2nc3ccccc3n2C2CCN(C3(CO)CCCCCCC3)CC2)CC1. The result is 1 (stable in human liver microsomes). (7) The compound is COc1cc2nc(C)c(-c3ccc(F)cc3C)c(O)c2cc1Cl. The result is 0 (unstable in human liver microsomes).